This data is from Catalyst prediction with 721,799 reactions and 888 catalyst types from USPTO. The task is: Predict which catalyst facilitates the given reaction. Product: [Cl:26][C:27]1[CH:32]=[CH:31][C:30]([NH:33][C:34]([NH:16][C:15]2[CH:14]=[CH:13][C:12]([C:10]3[CH:9]=[CH:8][CH:7]=[C:6]([N:1]4[CH2:5][CH2:4][CH2:3][CH2:2]4)[N:11]=3)=[CH:18][CH:17]=2)=[O:35])=[CH:29][CH:28]=1. The catalyst class is: 1. Reactant: [N:1]1([C:6]2[N:11]=[C:10]([C:12]3[CH:18]=[CH:17][C:15]([NH2:16])=[CH:14][CH:13]=3)[CH:9]=[CH:8][CH:7]=2)[CH2:5][CH2:4][CH2:3][CH2:2]1.CCN(CC)CC.[Cl:26][C:27]1[CH:32]=[CH:31][C:30]([N:33]=[C:34]=[O:35])=[CH:29][CH:28]=1.